Predict the product of the given reaction. From a dataset of Forward reaction prediction with 1.9M reactions from USPTO patents (1976-2016). Given the reactants [O:1]=[C:2]1[CH2:5][CH:4]([C:6]([O:8][CH2:9][C:10]2[CH:15]=[CH:14][CH:13]=[CH:12][CH:11]=2)=[O:7])[CH2:3]1.[CH3:16][Mg]Br, predict the reaction product. The product is: [OH:1][C:2]1([CH3:16])[CH2:5][CH:4]([C:6]([O:8][CH2:9][C:10]2[CH:11]=[CH:12][CH:13]=[CH:14][CH:15]=2)=[O:7])[CH2:3]1.